Dataset: Full USPTO retrosynthesis dataset with 1.9M reactions from patents (1976-2016). Task: Predict the reactants needed to synthesize the given product. (1) The reactants are: [CH3:1][C@H:2]1[NH:7][C@@H:6]([CH3:8])[CH2:5][N:4]([CH2:9][C:10]([NH:12][C:13]2[CH:18]=[CH:17][CH:16]=[C:15]([O:19][CH3:20])[C:14]=2[CH3:21])=[O:11])[CH2:3]1.[C:22]([C:24]1[CH:25]=[C:26]([S:30](Cl)(=[O:32])=[O:31])[CH:27]=[CH:28][CH:29]=1)#[N:23]. Given the product [C:22]([C:24]1[CH:25]=[C:26]([S:30]([N:7]2[C@@H:6]([CH3:8])[CH2:5][N:4]([CH2:9][C:10]([NH:12][C:13]3[CH:18]=[CH:17][CH:16]=[C:15]([O:19][CH3:20])[C:14]=3[CH3:21])=[O:11])[CH2:3][C@H:2]2[CH3:1])(=[O:32])=[O:31])[CH:27]=[CH:28][CH:29]=1)#[N:23], predict the reactants needed to synthesize it. (2) Given the product [OH:1][C@@H:2]([C@@H:9]([NH:14][C:15]([C@H:26]1[O:27][C@@H:25]1[C:30]([OH:32])=[O:23])=[O:17])[CH2:10][CH:11]([CH3:12])[CH3:13])[C:3]1[CH:4]=[CH:5][CH:6]=[CH:7][CH:8]=1, predict the reactants needed to synthesize it. The reactants are: [OH:1][C@@H:2]([C@@H:9]([NH:14][C:15]([O:17]C(C1CO1)=O)=O)[CH2:10][CH:11]([CH3:13])[CH3:12])[C:3]1[CH:8]=[CH:7][CH:6]=[CH:5][CH:4]=1.[OH-:23].[K+].[CH2:25]([OH:27])[CH3:26].O.Cl.[CH2:30]([OH:32])C. (3) Given the product [CH3:20][O:21][C:22](=[O:33])[C:23]1[CH:28]=[CH:27][CH:26]=[C:25]([CH2:29][C:30]2[NH:31][CH:2]=[C:3]([C:5]3[CH:12]=[CH:11][C:8]([C:9]#[N:10])=[CH:7][CH:6]=3)[N:32]=2)[CH:24]=1, predict the reactants needed to synthesize it. The reactants are: Br[CH2:2][C:3]([C:5]1[CH:12]=[CH:11][C:8]([C:9]#[N:10])=[CH:7][CH:6]=1)=O.C([O-])([O-])=O.[K+].[K+].Cl.[CH3:20][O:21][C:22](=[O:33])[C:23]1[CH:28]=[CH:27][CH:26]=[C:25]([CH2:29][C:30](=[NH:32])[NH2:31])[CH:24]=1.Cl.C(CC1C=C(C=CC=1)C(N)=O)(=N)N. (4) Given the product [F:1][C:2]1[CH:3]=[CH:4][C:5]([CH:8]2[O:23][C:46](=[O:48])[NH:43][CH:9]2[CH2:13][C:14]2[O:15][C:16]([C:19]([F:20])([F:21])[F:22])=[CH:17][CH:18]=2)=[CH:6][CH:7]=1, predict the reactants needed to synthesize it. The reactants are: [F:1][C:2]1[CH:7]=[CH:6][C:5]([CH:8]([OH:23])[CH:9]([CH2:13][C:14]2[O:15][C:16]([C:19]([F:22])([F:21])[F:20])=[CH:17][CH:18]=2)C(O)=O)=[CH:4][CH:3]=1.C1(P(N=[N+]=[N-])(C2C=CC=CC=2)=O)C=CC=CC=1.C([N:43]([CH2:46]C)CC)C.[OH2:48]. (5) Given the product [OH:20][C:21]1[CH:28]=[CH:27][C:24]([CH2:25][NH:26][C:17]([C:15]2[CH:16]=[C:11]([C:5]3[CH:4]=[C:3]([CH2:1][CH3:2])[C:8](=[O:9])[NH:7][C:6]=3[CH3:10])[CH:12]=[N:13][CH:14]=2)=[O:19])=[CH:23][C:22]=1[O:29][CH3:30], predict the reactants needed to synthesize it. The reactants are: [CH2:1]([C:3]1[C:8](=[O:9])[NH:7][C:6]([CH3:10])=[C:5]([C:11]2[CH:12]=[N:13][CH:14]=[C:15]([C:17]([OH:19])=O)[CH:16]=2)[CH:4]=1)[CH3:2].[OH:20][C:21]1[CH:28]=[CH:27][C:24]([CH2:25][NH2:26])=[CH:23][C:22]=1[O:29][CH3:30]. (6) Given the product [CH3:8][O:9][C:10]1[CH:15]=[CH:14][C:13]([C:2]2[S:3][C:4]([C:26]3[CH:25]=[CH:24][C:29]([O:32][CH3:30])=[CH:28][CH:27]=3)=[CH:5][N:6]=2)=[CH:12][CH:11]=1, predict the reactants needed to synthesize it. The reactants are: Br[C:2]1[S:3][C:4](Br)=[CH:5][N:6]=1.[CH3:8][O:9][C:10]1[CH:15]=[CH:14][C:13](B(O)O)=[CH:12][CH:11]=1.ClCCl.CO.[CH3:24][CH2:25][CH2:26][CH2:27][CH2:28][CH3:29].[C:30](OCC)(=[O:32])C. (7) The reactants are: Cl.[CH:2]1([CH:5]2[CH2:10][S:9](=[O:12])(=[O:11])[CH2:8][CH2:7][NH:6]2)[CH2:4][CH2:3]1.C([O-])(O)=O.[Na+]. Given the product [CH:2]1([CH:5]2[CH2:10][S:9](=[O:11])(=[O:12])[CH2:8][CH2:7][NH:6]2)[CH2:4][CH2:3]1, predict the reactants needed to synthesize it. (8) Given the product [OH:9][CH2:8][CH2:7][C:6]1[CH:5]=[CH:4][C:14]2[C:15](=[O:18])[O:16][CH2:17][C:13]=2[CH:10]=1, predict the reactants needed to synthesize it. The reactants are: C([C:4]1C=C[C:7]2=[CH:8][O:9][CH:10]=[C:6]2[CH:5]=1)C=C.[CH2:13]1[CH2:17][O:16][CH2:15][CH2:14]1.[O:18]=[O+][O-].[BH4-].[Na+].